This data is from Reaction yield outcomes from USPTO patents with 853,638 reactions. The task is: Predict the reaction yield, written as a fraction of the theoretical maximum amount of product (1.0 means a 100% yield; for example, 0.34 means a 34% yield). (1) The reactants are C([O:3][C:4]([C:6]1[CH:7]=[N:8][N:9]([C:11]2[N:15](COCCOC)[C:14]3[CH:22]=[CH:23][C:24]([F:27])=[C:25]([CH3:26])[C:13]=3[N:12]=2)[CH:10]=1)=[O:5])C.Cl. The catalyst is C(O)(=O)C. The product is [F:27][C:24]1[CH:23]=[CH:22][C:14]2[NH:15][C:11]([N:9]3[CH:10]=[C:6]([C:4]([OH:5])=[O:3])[CH:7]=[N:8]3)=[N:12][C:13]=2[C:25]=1[CH3:26]. The yield is 0.600. (2) The reactants are N1CCCCC1.[CH2:7]([O:9][C:10](=[O:15])[CH2:11][C:12]([O-])=O)[CH3:8].[S:16]1[CH:20]=[CH:19][CH:18]=[C:17]1[C:21]1[NH:25][CH:24]=[C:23](C=O)[CH:22]=1. The catalyst is N1C=CC=CC=1. The product is [S:16]1[CH:20]=[CH:19][CH:18]=[C:17]1[C:21]1[NH:25][CH:24]=[C:23](/[CH:12]=[CH:11]/[C:10]([O:9][CH2:7][CH3:8])=[O:15])[CH:22]=1. The yield is 0.820. (3) The reactants are FC(F)(F)C(O)=O.[Cl:8][C:9]1[C:10]([F:38])=[C:11]([CH:15]2[C:19]([C:28]#[N:29])([C:20]3[CH:25]=[CH:24][C:23]([Cl:26])=[CH:22][C:21]=3[Cl:27])[CH:18]([CH2:30][C:31]([CH3:34])([CH3:33])[CH3:32])[NH:17][CH:16]2[C:35](O)=[O:36])[CH:12]=[CH:13][CH:14]=1.CC1(C)[O:44][C@@H:43]([CH2:45][CH2:46][NH2:47])[CH2:42][O:41]1.CN(C(ON1N=NC2C=CC=NC1=2)=[N+](C)C)C.F[P-](F)(F)(F)(F)F.CCN(C(C)C)C(C)C.Cl. The catalyst is C(Cl)Cl.O1CCCC1. The product is [OH:44][C@H:43]([CH2:42][OH:41])[CH2:45][CH2:46][NH:47][C:35]([CH:16]1[CH:15]([C:11]2[CH:12]=[CH:13][CH:14]=[C:9]([Cl:8])[C:10]=2[F:38])[C:19]([C:28]#[N:29])([C:20]2[CH:25]=[CH:24][C:23]([Cl:26])=[CH:22][C:21]=2[Cl:27])[CH:18]([CH2:30][C:31]([CH3:34])([CH3:33])[CH3:32])[NH:17]1)=[O:36]. The yield is 0.880.